Dataset: Reaction yield outcomes from USPTO patents with 853,638 reactions. Task: Predict the reaction yield, written as a fraction of the theoretical maximum amount of product (1.0 means a 100% yield; for example, 0.34 means a 34% yield). (1) The reactants are [Cl:1][C:2]1[CH:3]=[C:4]([NH:16][C:17]2[C:26]3[C:21](=[CH:22][CH:23]=[CH:24][C:25]=3[O:27][CH2:28][C@H:29]3[CH2:33][CH2:32][NH:31][CH2:30]3)[N:20]=[CH:19][N:18]=2)[CH:5]=[CH:6][C:7]=1[O:8][CH2:9][C:10]1[CH:15]=[CH:14][CH:13]=[CH:12][N:11]=1.CN(C(ON1N=NC2C=CC=NC1=2)=[N+](C)C)C.F[P-](F)(F)(F)(F)F.[CH3:58][O:59][CH2:60][C:61](O)=[O:62]. No catalyst specified. The product is [Cl:1][C:2]1[CH:3]=[C:4]([NH:16][C:17]2[C:26]3[C:21](=[CH:22][CH:23]=[CH:24][C:25]=3[O:27][CH2:28][C@H:29]3[CH2:33][CH2:32][N:31]([C:61](=[O:62])[CH2:60][O:59][CH3:58])[CH2:30]3)[N:20]=[CH:19][N:18]=2)[CH:5]=[CH:6][C:7]=1[O:8][CH2:9][C:10]1[CH:15]=[CH:14][CH:13]=[CH:12][N:11]=1. The yield is 0.690. (2) The reactants are Br[C:2]1[CH:3]=[N:4][CH:5]=[C:6]([Br:8])[CH:7]=1.[CH2:9]([OH:11])[CH3:10]. No catalyst specified. The product is [Br:8][C:6]1[CH:5]=[N:4][CH:3]=[C:2]([O:11][CH2:9][CH3:10])[CH:7]=1. The yield is 0.600. (3) The reactants are [CH:1]1[C:10]2[C:5](=[C:6]([CH:11]([OH:13])[CH3:12])[CH:7]=[CH:8][CH:9]=2)[CH:4]=[CH:3][N:2]=1.CC(OI1(OC(C)=O)(OC(C)=O)OC(=O)C2C=CC=CC1=2)=O. The product is [CH:1]1[C:10]2[C:5](=[C:6]([C:11](=[O:13])[CH3:12])[CH:7]=[CH:8][CH:9]=2)[CH:4]=[CH:3][N:2]=1. The yield is 0.954. The catalyst is C(Cl)Cl. (4) The reactants are [CH3:1][O:2][C:3]1[CH:4]=[C:5]([CH:11]([OH:15])[C:12]([OH:14])=[O:13])[CH:6]=[CH:7][C:8]=1[O:9][CH3:10].C(=O)([O-])[O-].[Cs+].[Cs+].[CH2:22](Br)[C:23]1[CH:28]=[CH:27][CH:26]=[CH:25][CH:24]=1. The catalyst is CN(C=O)C.O. The product is [CH3:1][O:2][C:3]1[CH:4]=[C:5]([CH:11]([OH:15])[C:12]([O:14][CH2:22][C:23]2[CH:28]=[CH:27][CH:26]=[CH:25][CH:24]=2)=[O:13])[CH:6]=[CH:7][C:8]=1[O:9][CH3:10]. The yield is 0.440. (5) The reactants are [CH3:1][C:2]1([CH3:16])[CH2:6][CH2:5][CH2:4]/[C:3]/1=[N:7]\[C@@H:8]([C:10]1[CH:15]=[CH:14][CH:13]=[CH:12][CH:11]=1)[CH3:9].[BH4-].[Na+].Cl. The catalyst is C(O)C. The product is [CH3:16][C:2]1([CH3:1])[CH2:6][CH2:5][CH2:4][C@H:3]1[NH:7][C@@H:8]([C:10]1[CH:11]=[CH:12][CH:13]=[CH:14][CH:15]=1)[CH3:9]. The yield is 0.750. (6) The yield is 0.670. The product is [CH3:18][O:17][C:15]([C:12]1([C:32]#[C:31][Cl:30])[CH2:13][CH2:14][O:9][CH2:10][CH2:11]1)=[O:16]. The reactants are C([N-]C(C)C)(C)C.[Li+].[O:9]1[CH2:14][CH2:13][CH:12]([C:15]([O:17][CH3:18])=[O:16])[CH2:11][CH2:10]1.CN(C)P(N(C)C)(N(C)C)=O.[Cl:30][C:31]#[C:32]Cl. The catalyst is O1CCCC1.CCCCCCC.C(C1C=CC=CC=1)C. (7) The reactants are [CH2:1]([O:8][C:9]1[CH:10]=[C:11](Br)[C:12]2[S:16][C:15]([NH:17][C:18]([NH:20][CH2:21][CH3:22])=[O:19])=[N:14][C:13]=2[CH:23]=1)[C:2]1[CH:7]=[CH:6][CH:5]=[CH:4][CH:3]=1.C([Sn](CCCC)(CCCC)[C:30]1[CH:35]=[CH:34][CH:33]=[CH:32][N:31]=1)CCC. The catalyst is CN(C=O)C.C1C=CC([P]([Pd]([P](C2C=CC=CC=2)(C2C=CC=CC=2)C2C=CC=CC=2)([P](C2C=CC=CC=2)(C2C=CC=CC=2)C2C=CC=CC=2)[P](C2C=CC=CC=2)(C2C=CC=CC=2)C2C=CC=CC=2)(C2C=CC=CC=2)C2C=CC=CC=2)=CC=1. The product is [CH2:1]([O:8][C:9]1[CH:10]=[C:11]([C:30]2[CH:35]=[CH:34][CH:33]=[CH:32][N:31]=2)[C:12]2[S:16][C:15]([NH:17][C:18]([NH:20][CH2:21][CH3:22])=[O:19])=[N:14][C:13]=2[CH:23]=1)[C:2]1[CH:7]=[CH:6][CH:5]=[CH:4][CH:3]=1. The yield is 0.700. (8) The product is [CH3:12][N:13]([CH3:14])[S:8]([C:5]1[CH:4]=[CH:3][C:2]([Br:1])=[CH:7][N:6]=1)(=[O:10])=[O:9]. The reactants are [Br:1][C:2]1[CH:3]=[CH:4][C:5]([S:8](Cl)(=[O:10])=[O:9])=[N:6][CH:7]=1.[CH3:12][NH:13][CH3:14].C([O-])(O)=O.[Na+]. The yield is 0.670. The catalyst is C(Cl)Cl. (9) The reactants are [OH:1][C:2]1[C:7]2[C@@:8]3([OH:46])[C@@:21]([O:25][CH3:26])([C@H:22]([OH:24])[CH2:23][C:6]=2[CH:5]=[C:4]([CH3:47])[C:3]=1[C:48]([O:50][CH3:51])=[O:49])[C:20](=[O:27])[C:19]1[C:10](=[CH:11][C:12]2[C:13](=[O:44])[C:14]([NH:30][C@@H:31]4[C@H:36]([O:37][CH3:38])[C:35](=[N:39][OH:40])[C@@H:34]([O:41][CH3:42])[C@H:33]([CH3:43])[O:32]4)=[CH:15][C:16](=[O:29])[C:17]=2[C:18]=1[OH:28])[C:9]3=[O:45].Cl.O(N)[CH3:54].N1C=CC=CC=1. The catalyst is CO. The product is [CH3:38][O:37][C@H:36]1[C@@H:31]([NH:30][C:14]2[C:13](=[O:44])[C:12]3[CH:11]=[C:10]4[C:19]([C:20](=[O:27])[C@@:21]5([O:25][CH3:26])[C@@:8]([OH:46])([C:9]4=[O:45])[C:7]4[C:2]([OH:1])=[C:3]([C:48]([O:50][CH3:51])=[O:49])[C:4]([CH3:47])=[CH:5][C:6]=4[CH2:23][C@H:22]5[OH:24])=[C:18]([OH:28])[C:17]=3[C:16](=[O:29])[CH:15]=2)[O:32][C@@H:33]([CH3:43])[C@H:34]([O:41][CH3:42])/[C:35]/1=[N:39]/[O:40][CH3:54]. The yield is 0.540. (10) The reactants are [OH:1][CH:2]1[CH2:11][CH:10]([C:12]([O:14]CC)=[O:13])[CH2:9][C:8]2[N:7]=[N:6][C:5]([C:17]3[CH:22]=[CH:21][CH:20]=[C:19]([C:23]([F:26])([F:25])[F:24])[CH:18]=3)=[CH:4][C:3]1=2.Cl. The catalyst is O1CCOCC1. The product is [OH:1][CH:2]1[CH2:11][CH:10]([C:12]([OH:14])=[O:13])[CH2:9][C:8]2[N:7]=[N:6][C:5]([C:17]3[CH:22]=[CH:21][CH:20]=[C:19]([C:23]([F:25])([F:26])[F:24])[CH:18]=3)=[CH:4][C:3]1=2. The yield is 0.0540.